From a dataset of Peptide-MHC class II binding affinity with 134,281 pairs from IEDB. Regression. Given a peptide amino acid sequence and an MHC pseudo amino acid sequence, predict their binding affinity value. This is MHC class II binding data. The binding affinity (normalized) is 0.388. The peptide sequence is LELLQRRFGGTVIRN. The MHC is HLA-DQA10501-DQB10302 with pseudo-sequence HLA-DQA10501-DQB10302.